From a dataset of CYP3A4 inhibition data for predicting drug metabolism from PubChem BioAssay. Regression/Classification. Given a drug SMILES string, predict its absorption, distribution, metabolism, or excretion properties. Task type varies by dataset: regression for continuous measurements (e.g., permeability, clearance, half-life) or binary classification for categorical outcomes (e.g., BBB penetration, CYP inhibition). Dataset: cyp3a4_veith. (1) The drug is COc1ccc2c(c1)c(CC(=O)OCC(=O)O)c(C)n2C(=O)c1ccc(Cl)cc1. The result is 0 (non-inhibitor). (2) The molecule is N=C(N)S[C@H]1c2ccccc2-c2cc([N+](=O)[O-])ccc21. The result is 1 (inhibitor). (3) The compound is CC(C)SC(=N)N. The result is 0 (non-inhibitor). (4) The molecule is CC(=NCc1ccco1)c1c(O)n(-c2ccccc2)c(=O)[nH]c1=O. The result is 0 (non-inhibitor). (5) The compound is COC(=O)C/C=C\[C@@H](C)[C@@H](/C=N\OC[C@@H]1O[C@H](c2ccccc2)C=C[C@@H]1Oc1ccc(OC)cc1)NS(=O)(=O)c1ccc(C)cc1. The result is 1 (inhibitor). (6) The molecule is O=S(=O)(c1cccc2cnccc12)N1CCCNCC1. The result is 1 (inhibitor).